This data is from Forward reaction prediction with 1.9M reactions from USPTO patents (1976-2016). The task is: Predict the product of the given reaction. (1) Given the reactants Br[CH2:2][C:3]([C:5]1[C:10]([CH3:11])=[CH:9][C:8]([O:12][CH2:13][CH:14]([OH:17])[CH2:15][OH:16])=[CH:7][C:6]=1[CH3:18])=O.[NH2:19][C:20]([NH2:22])=[S:21], predict the reaction product. The product is: [NH2:22][C:20]1[S:21][CH:2]=[C:3]([C:5]2[C:10]([CH3:11])=[CH:9][C:8]([O:12][CH2:13][CH:14]([OH:17])[CH2:15][OH:16])=[CH:7][C:6]=2[CH3:18])[N:19]=1. (2) Given the reactants [Cl:1][C:2]1[CH:11]=[C:10]2[C:5]([C:6]([N:12]3[CH2:17][CH:16]([CH3:18])[NH:15][CH:14]([CH3:19])[CH2:13]3)=[CH:7][CH:8]=[N:9]2)=[CH:4][CH:3]=1.[F:20][C:21]1[CH:26]=[CH:25][C:24]([N:27]=[C:28]=[O:29])=[CH:23][CH:22]=1, predict the reaction product. The product is: [Cl:1][C:2]1[CH:11]=[C:10]2[C:5]([C:6]([N:12]3[CH2:13][CH:14]([CH3:19])[N:15]([C:28]([NH:27][C:24]4[CH:25]=[CH:26][C:21]([F:20])=[CH:22][CH:23]=4)=[O:29])[CH:16]([CH3:18])[CH2:17]3)=[CH:7][CH:8]=[N:9]2)=[CH:4][CH:3]=1. (3) Given the reactants [CH2:1]([O:8][C:9]1[CH:10]=[C:11]2[C:15](=[CH:16][CH:17]=1)[N:14]([CH2:18][CH2:19][CH2:20][O:21][C:22]1[C:31]3[C:26](=[CH:27][CH:28]=[CH:29][CH:30]=3)[CH:25]=[CH:24][CH:23]=1)[C:13]([C:32]([O:34][CH2:35][CH3:36])=[O:33])=[C:12]2[C:37]1[CH:42]=[CH:41][CH:40]=[CH:39][C:38]=1[CH:43]([CH3:45])[CH3:44])[C:2]1[CH:7]=CC=CC=1.ClCC[CH2:49][CH2:50]I.[C:52](=[O:55])([O-])[O-].[Cs+].[Cs+].[CH3:58][N:59](C)[CH:60]=O, predict the reaction product. The product is: [CH:43]([C:38]1[CH:39]=[CH:40][CH:41]=[CH:42][C:37]=1[C:12]1[C:11]2[C:15](=[CH:16][CH:17]=[C:9]([O:8][CH2:1][CH2:2][CH2:7][CH2:58][N:59]3[CH2:50][CH2:49][O:55][CH2:52][CH2:60]3)[CH:10]=2)[N:14]([CH2:18][CH2:19][CH2:20][O:21][C:22]2[C:31]3[C:26](=[CH:27][CH:28]=[CH:29][CH:30]=3)[CH:25]=[CH:24][CH:23]=2)[C:13]=1[C:32]([O:34][CH2:35][CH3:36])=[O:33])([CH3:45])[CH3:44].